This data is from Full USPTO retrosynthesis dataset with 1.9M reactions from patents (1976-2016). The task is: Predict the reactants needed to synthesize the given product. (1) Given the product [Cl:1][C:2]1[CH:3]=[CH:4][C:5](=[O:12])[CH:6]([NH:8][C:9]([NH2:11])=[O:10])[CH:7]=1.[C:19]([OH:23])(=[O:22])[CH2:20][CH3:21], predict the reactants needed to synthesize it. The reactants are: [Cl:1][C:2]1[CH:3]=[CH:4][C:5]([OH:12])=[C:6]([NH:8][C:9]([NH2:11])=[O:10])[CH:7]=1.C(O[K])(C)(C)C.[C:19]1(=[O:23])[O:22][CH2:21][CH2:20]1. (2) Given the product [NH2:17][C:16]1[C:4]2[C:5](=[O:15])[N:6]([CH:8]([CH3:14])[C:9]([O:11][CH2:12][CH3:13])=[O:20])[CH:7]=[C:2]([Br:1])[C:3]=2[NH:22][N:21]=1, predict the reactants needed to synthesize it. The reactants are: [Br:1][C:2]1[C:3](OC)=[C:4]([C:16]#[N:17])[C:5](=[O:15])[N:6]([CH:8]([CH3:14])[C:9]([O:11][CH2:12][CH3:13])=O)[CH:7]=1.[OH2:20].[NH2:21][NH2:22].C(O)C. (3) Given the product [Cl:20][C:4]1[N:3]=[C:2]([C:24]2[CH:25]=[N:26][CH:27]=[C:22]([Cl:21])[CH:23]=2)[C:7]2[N:8]([CH:11]([C@H:13]3[CH2:18][CH2:17][C@H:16]([CH3:19])[CH2:15][CH2:14]3)[CH3:12])[CH:9]=[N:10][C:6]=2[CH:5]=1, predict the reactants needed to synthesize it. The reactants are: Cl[C:2]1[C:7]2[N:8]([CH:11]([C@H:13]3[CH2:18][CH2:17][C@H:16]([CH3:19])[CH2:15][CH2:14]3)[CH3:12])[CH:9]=[N:10][C:6]=2[CH:5]=[C:4]([Cl:20])[N:3]=1.[Cl:21][C:22]1[CH:23]=[C:24](B(O)O)[CH:25]=[N:26][CH:27]=1.C(=O)([O-])[O-].[Cs+].[Cs+].